From a dataset of Catalyst prediction with 721,799 reactions and 888 catalyst types from USPTO. Predict which catalyst facilitates the given reaction. (1) Reactant: [CH3:1][O:2][C:3]1[CH:22]=[CH:21][CH:20]=[C:19]([O:23][CH3:24])[C:4]=1/[CH:5]=[N:6]/[NH:7][C:8]([NH:10][C@@H:11]([C:13]1[CH:18]=[CH:17][CH:16]=[CH:15][CH:14]=1)[CH3:12])=[S:9].[BH4-].[Na+].Cl. Product: [CH3:1][O:2][C:3]1[CH:22]=[CH:21][CH:20]=[C:19]([O:23][CH3:24])[C:4]=1[CH2:5][NH:6][NH:7][C:8]([NH:10][C@@H:11]([C:13]1[CH:14]=[CH:15][CH:16]=[CH:17][CH:18]=1)[CH3:12])=[S:9]. The catalyst class is: 5. (2) Reactant: [NH2:1][C:2]1[C:33]([C:34]([F:37])([F:36])[F:35])=[CH:32][C:5]([CH2:6][CH:7]([CH2:11][C:12](=[O:31])[N:13]2[CH2:18][CH2:17][CH:16]([N:19]3[CH2:25][CH2:24][C:23]4[CH:26]=[CH:27][CH:28]=[CH:29][C:22]=4[NH:21][C:20]3=[O:30])[CH2:15][CH2:14]2)[C:8](O)=[O:9])=[CH:4][C:3]=1[Cl:38].C1N=CN(C(N2C=NC=C2)=O)C=1.[BH4-].[Na+].Cl. Product: [NH2:1][C:2]1[C:33]([C:34]([F:35])([F:36])[F:37])=[CH:32][C:5]([CH2:6][CH:7]([CH2:8][OH:9])[CH2:11][C:12]([N:13]2[CH2:18][CH2:17][CH:16]([N:19]3[CH2:25][CH2:24][C:23]4[CH:26]=[CH:27][CH:28]=[CH:29][C:22]=4[NH:21][C:20]3=[O:30])[CH2:15][CH2:14]2)=[O:31])=[CH:4][C:3]=1[Cl:38]. The catalyst class is: 20. (3) Reactant: [I-].[CH3:2][P+](C1C=CC=CC=1)(C1C=CC=CC=1)C1C=CC=CC=1.C[Si](C)(C)[N-][Si](C)(C)C.[K+].[O:32]=[C:33]1[N:37]([C:38]2[CH:39]=[CH:40][C:41]3[CH2:47][CH2:46][CH2:45][CH2:44][C:43](=O)[C:42]=3[CH:49]=2)[CH2:36][C@H:35]([CH2:50][NH:51][C:52](=[O:54])[CH3:53])[O:34]1.O. Product: [CH2:2]=[C:43]1[C:42]2[CH:49]=[C:38]([N:37]3[CH2:36][C@H:35]([CH2:50][NH:51][C:52](=[O:54])[CH3:53])[O:34][C:33]3=[O:32])[CH:39]=[CH:40][C:41]=2[CH2:47][CH2:46][CH2:45][CH2:44]1. The catalyst class is: 54. (4) The catalyst class is: 28. Reactant: Br[C:2]1[CH:7]=[C:6]([O:8][C:9]([F:14])([F:13])[CH:10]([F:12])[F:11])[CH:5]=[C:4]([F:15])[CH:3]=1.[Li]CCCC.[Si:21]([O:28][C:29]1[CH:30]=[C:31]([CH:38]=[CH:39][C:40]=1[F:41])[C:32](N(OC)C)=[O:33])([C:24]([CH3:27])([CH3:26])[CH3:25])([CH3:23])[CH3:22].Cl. Product: [Si:21]([O:28][C:29]1[CH:30]=[C:31]([C:32]([C:2]2[CH:7]=[C:6]([O:8][C:9]([F:14])([F:13])[CH:10]([F:12])[F:11])[CH:5]=[C:4]([F:15])[CH:3]=2)=[O:33])[CH:38]=[CH:39][C:40]=1[F:41])([C:24]([CH3:27])([CH3:26])[CH3:25])([CH3:23])[CH3:22]. (5) Reactant: [I:1][C:2]1[CH:11]=[CH:10][CH:9]=[C:8]2[C:3]=1[CH2:4][CH2:5][N:6]=[C:7]2[CH:12]([CH3:17])[C:13]([O:15][CH3:16])=[O:14].[BH3-]C#N.[Na+].[OH-].[Na+]. Product: [I:1][C:2]1[CH:11]=[CH:10][CH:9]=[C:8]2[C:3]=1[CH2:4][CH2:5][NH:6][CH:7]2[CH:12]([CH3:17])[C:13]([O:15][CH3:16])=[O:14]. The catalyst class is: 52. (6) Reactant: C([O:3][C:4](=[O:34])[C:5]([NH:9][C:10]([C:12]1[CH:21]=[C:20]([Cl:22])[C:19]2[C:14](=[CH:15][CH:16]=[CH:17][CH:18]=2)[C:13]=1[O:23][CH2:24][CH:25]1[CH2:30][CH2:29][N:28]([C:31](=[O:33])[CH3:32])[CH2:27][CH2:26]1)=[O:11])([CH3:8])[CH2:6][CH3:7])C.[OH-].[Na+]. Product: [C:31]([N:28]1[CH2:27][CH2:26][CH:25]([CH2:24][O:23][C:13]2[C:14]3[C:19](=[CH:18][CH:17]=[CH:16][CH:15]=3)[C:20]([Cl:22])=[CH:21][C:12]=2[C:10]([NH:9][C:5]([CH3:8])([CH2:6][CH3:7])[C:4]([OH:34])=[O:3])=[O:11])[CH2:30][CH2:29]1)(=[O:33])[CH3:32]. The catalyst class is: 36. (7) Reactant: [N:1]([CH2:4][CH2:5][CH2:6][CH2:7][CH2:8][CH2:9][CH2:10][CH2:11][CH2:12][CH2:13][CH2:14][CH2:15][CH2:16][CH2:17][CH2:18][C:19]([O:21][CH2:22][CH3:23])=[O:20])=[N+]=[N-].C1(P(C2C=CC=CC=2)C2C=CC=CC=2)C=CC=CC=1.O. Product: [NH2:1][CH2:4][CH2:5][CH2:6][CH2:7][CH2:8][CH2:9][CH2:10][CH2:11][CH2:12][CH2:13][CH2:14][CH2:15][CH2:16][CH2:17][CH2:18][C:19]([O:21][CH2:22][CH3:23])=[O:20]. The catalyst class is: 1. (8) Reactant: [CH2:1]([O:8][C:9]([N:11]([CH:31]([CH3:33])[CH3:32])[C@H:12]1[CH2:17][N:16]([C:18]([O:20][C:21]([CH3:24])([CH3:23])[CH3:22])=[O:19])[C@@H:15]([CH2:25][C:26]([O:28]CC)=[O:27])[CH2:14][CH2:13]1)=[O:10])[C:2]1[CH:7]=[CH:6][CH:5]=[CH:4][CH:3]=1.[OH-].[Na+].S([O-])(O)(=O)=O.[K+]. Product: [CH2:1]([O:8][C:9]([N:11]([CH:31]([CH3:33])[CH3:32])[C@H:12]1[CH2:17][N:16]([C:18]([O:20][C:21]([CH3:23])([CH3:24])[CH3:22])=[O:19])[C@@H:15]([CH2:25][C:26]([OH:28])=[O:27])[CH2:14][CH2:13]1)=[O:10])[C:2]1[CH:3]=[CH:4][CH:5]=[CH:6][CH:7]=1. The catalyst class is: 8. (9) Product: [CH2:1]([O:3][C:4](=[O:23])[C@H:5]([OH:22])[CH2:6][C@H:7]([NH:21][C:32]([C:29]1[NH:30][N:31]=[C:27]([C:24](=[O:26])[CH3:25])[CH:28]=1)=[O:33])[CH2:8][C:9]1[CH:10]=[CH:11][C:12]([C:15]2[CH:16]=[CH:17][CH:18]=[CH:19][CH:20]=2)=[CH:13][CH:14]=1)[CH3:2]. The catalyst class is: 3. Reactant: [CH2:1]([O:3][C:4](=[O:23])[C@H:5]([OH:22])[CH2:6][C@H:7]([NH2:21])[CH2:8][C:9]1[CH:14]=[CH:13][C:12]([C:15]2[CH:20]=[CH:19][CH:18]=[CH:17][CH:16]=2)=[CH:11][CH:10]=1)[CH3:2].[C:24]([C:27]1[CH:28]=[C:29]([C:32](O)=[O:33])[NH:30][N:31]=1)(=[O:26])[CH3:25].CN(C(ON1N=NC2C=CC=NC1=2)=[N+](C)C)C.F[P-](F)(F)(F)(F)F.CCN(C(C)C)C(C)C.